Dataset: Drug-target binding data from BindingDB using Ki measurements. Task: Regression. Given a target protein amino acid sequence and a drug SMILES string, predict the binding affinity score between them. We predict pKi (pKi = -log10(Ki in M); higher means stronger inhibition). Dataset: bindingdb_ki. (1) The drug is Oc1cc2c(cc1O)[C@@H]1c3ccccc3CN[C@@H]1CC2. The target protein (P01161) has sequence MGSFSITKGFFLFLAFWLPGHIGANPVYSAVSNTDLMDFKNLLDHLEEKMPVEDEVMPPQALSEQTDEAGAALSSLSEVPPWTGEVNPSQRDGGALGRGPWDPSDRSALLKSKLRALLAGPRSLRRSSCFGGRIDRIGAQSGLGCNSFRYRR. The pKi is 5.0. (2) The compound is Nc1nc(NC2CCCCC2)nc(NC2Cc3ccccc3C2)n1. The target protein (P13956) has sequence MNEKNIKHSQNFITSKHNIDKIMTNIRLNEHDNIFEIGSGKGHFTLELVQRCNFVTAIEIDHKLCKTTENKLVDHDNFQVLNKDILQFKFPKNQSYKIFGNIPYNISTDIIRKIVFDSIADEIYLIVEYGFAKRLLNTKRSLALFLMAEVDISILSMVPREYFHPKPKVNSSLIRLNRKKSRISHKDKQKYNYFVMKWVNKEYKKIFTKNQFNNSLKHAGIDDLNNISFEQFLSLFNSYKLFNK. The pKi is 4.0. (3) The small molecule is O=C(O)CC(=O)O. The target protein sequence is MDTVRIAVVGAGVIGLSTAACVSQLVPRCSVTVISDRFTPDTTSNVAAGMLIPPTYPDTPVPTLKRWFRETFQHLSEIARSAEAVDAGIHLVSGWQIFRSVPTEEVPFWADVVLGFREMTEAELKRFPQYEFGQAFTTLKCETSAYLPWLEKRIKGSGGLLLTRRIEDLWELQPSFDIVVNCSGLGSRRLVGDATVSPVRGQVLQAQAPWVKHFIRDGGGLTYVYPGTSYVTLGGSRQTGDWNLSPDAELSREIFSRCCALEPSLHRACDIKEKVGLRPSRPGVRLQKEILVRGEQRLPVVHNYGHGSGGISVHWGSALEATRLVMECVHTLRTPASLSKL. The pKi is 2.8. (4) The compound is CC[C@H](C)[C@@H]1NC(=O)[C@H](CC(=O)O)NC(=O)[C@@H]2CCCN2C(=O)[C@H](Cc2ccc(O)cc2)NC(=O)[C@H](Cc2ccc(O)cc2)NC(=O)[C@H](C(C)C)NC(=O)[C@@H]2CSCc3cc(cc(c3)CSC[C@@H](C(=O)N[C@@H](C)C(=O)N(C)CC(=O)N(C)CC(=O)N(C)CC(=O)N[C@H](CCCNC(=N)N)C(=O)N[C@H](CCCNC(=N)N)C(=O)O)NC1=O)CSC[C@H](NC(C)=O)C(=O)N[C@@H](CO)C(=O)N[C@@H](Cc1ccccc1)C(=O)N1CCC1C(=O)N[C@@H](Cc1ccc(O)cc1)C(=O)N[C@@H](CCCCNC(=N)N)C(=O)N2. The target protein sequence is MEVIVLFRIISFRQAVYFMCLFAAVSCGCLPQLHKNTFFRGGDVSAMYTPSARHCQMMCTFHPRCLLFSFLPADSTSVTDKRFGCFLKDSVTGMLPRVLRENAISGHSLKQCGHQIRACHRDIYKGIDMRGVNFNVSKVKTVEECQERCTNSIHCLFFTYATQAFNNAEYRNNCLLKHSPGGTPTSIKVLANVESGFSLKPCADSEIGCHMDIFQHLAFSDVDVARVIAPDAFVCRTICTYHPNCLFFTFYTNAWKIESQRNVCFLKTSHSGTPSFPTPQENAISGYSLLTCKQTLPEPCHSKIYSEVDFEGEELNVTFVQGANLCQETCTKTIRCQFFTYSLHPEDCRGEKCKCSLRLSSDGSPTKITHGMRASSGYSLRLCRSGDHSACATKANTRIVGGTDSFLGEWPWQVSLQAKLRAQNHLCGGSIIGHQWVLTAAHCFDGLSLPDIWRIYGGILNISEITKETPFSQVKEIIIHQNYKILESGHDIALLKLETP.... The pKi is 6.5. (5) The target protein (P07478) has sequence MNLLLILTFVAAAVAAPFDDDDKIVGGYICEENSVPYQVSLNSGYHFCGGSLISEQWVVSAGHCYKSRIQVRLGEHNIEVLEGNEQFINAAKIIRHPKYNSRTLDNDILLIKLSSPAVINSRVSAISLPTAPPAAGTESLISGWGNTLSSGADYPDELQCLDAPVLSQAECEASYPGKITNNMFCVGFLEGGKDSCQGDSGGPVVSNGELQGIVSWGYGCAQKNRPGVYTKVYNYVDWIKDTIAANS. The compound is Cc1cc(OCCCCNC(=N)N)cc(OS(=O)(=O)c2ccccc2Cl)c1. The pKi is 4.3. (6) The compound is O=Cc1cccnc1. The target protein sequence is MFPCPKLIFPRLMAFIGLIWMVHSDNSATTNNNTILGNQSLEAIPEQLSELTGITVEESERIMESWLGNRQLDLRTSVLFDQEVLSRLRSLRVALLVVDFQNDFVDGSLKIGDGDAGQEPSSAITPLNELLQLSSWDLVVYTKDWHPHNHISFLSQAHNSDRVMDEKDENKTLGFFDSVQFLKPIKTEQVLYPDHCIQKSWGSDIHPEIYIADNAEYIMKGVDPYLDSYSAFNDNNGRSKTELEDLLRRENIDAVVIAGLAYDICVRFTCLDAVKQNFLAAVIPECSAGLTKKGIEESEMAFKKQGVAMISKDEARGITEGGFLPREWVQRIVKK. The pKi is 7.0. (7) The compound is C[N+](C)(C)CCOC(N)=O. The target protein sequence is MTLHSQSTTSPLFPQISSSWVHSPSEAGLPLGTVTQLGSYQISQETGQFSSQDTSSDPLGGHTIWQVVFIAFLTGFLALVTIIGNILVIVAFKVNKQLKTVNNYFLLSLASADLIIGVISMNLFTTYIIMNRWALGNLACDLWLSIDYVASNASVMNLLVISFDRYFSITRPLTYCAKRTTKRAGVMIGLAWVISFVLWAPAILFWQYFVGKRTVPPGECFIQFLSEPTITFGTAIAAFYMPVTIMTILYWRIYKETEKRTKELAGLQASGTEIEGRIEGRIEGRTRSQITKRKRMSLIKEKKAAQTLSAILLAFIITWTPYNIMVLVNTFADSAIPKTYWNLGYWLCYINSTVNPVAYALSNKTFRTTFKTLLLSQSDKRKRRKQQYQQRQSVIFHKRVPEQAL. The pKi is 5.0. (8) The small molecule is Nc1ncnc2nc(-c3ccc(N4CCOCC4)nc3)cc(-c3cccc(Br)c3)c12. The target protein (Q8K418) has sequence MSQRQPQSPNQTLISITNDTETSSSAVSNDTTPKGWTGDNSPGIEALCAIYITYAVIISVGILGNAILIKVFFKTKSMQTVPNIFITSLAFGDLLLLLTCVPVDATHYLAEGWLFGKVGCKVLSFIRLTSVGVSVFTLTILSADRYKAVVKPLERQPSNAILKTCAKAGGIWIMAMIFALPEAIFSNVYTFQDPNRNVTFESCNSYPISERLLQEIHSLLCFLVFYIIPLSIISVYYSLIARTLYKSTLNIPTEEQSHARKQIESRKRIAKTVLVLVALFALCWLPNHLLYLYHSFTYESYAEPSDVPFVVTIFSRVLAFSNSCVNPFALYWLSKTFQKHFKAQLCCFKAEQPEPPLGDTPLNNLTVMGRVPATGSAHVSEISVTLFSGSTAKKGEDKV. The pKi is 5.0.